Dataset: Forward reaction prediction with 1.9M reactions from USPTO patents (1976-2016). Task: Predict the product of the given reaction. (1) Given the reactants [I:1][C:2]1[C:10]2[C:5](=[CH:6][CH:7]=[C:8]([CH3:11])[CH:9]=2)[NH:4][N:3]=1.Br[CH2:13][CH2:14][CH3:15], predict the reaction product. The product is: [I:1][C:2]1[C:10]2[C:5](=[CH:6][CH:7]=[C:8]([CH3:11])[CH:9]=2)[N:4]([CH2:13][CH2:14][CH3:15])[N:3]=1. (2) The product is: [O:1]1[CH:5]=[CH:4][CH:3]=[C:2]1[C:6]([OH:8])([CH2:10][CH3:11])[CH2:19][CH3:20]. Given the reactants [O:1]1[CH:5]=[CH:4][CH:3]=[C:2]1[C:6]([O:8]C)=O.[CH2:10]([Mg]Br)[CH3:11].C(=O)(O)[O-].[Na+].[CH2:19](OCC)[CH3:20], predict the reaction product. (3) Given the reactants C(N(CC)CC)C.[CH3:8][S:9](Cl)(=[O:11])=[O:10].C(Cl)(Cl)Cl.[CH3:17][N:18]1[C:22]([CH2:23][O:24][C:25]2[CH:30]=[CH:29][C:28]([C:31]([F:34])([F:33])[F:32])=[CH:27][CH:26]=2)=[C:21]([C:35]2[O:39][N:38]=[C:37]([C:40]3[CH:45]=[CH:44][N:43]=[C:42]([NH2:46])[CH:41]=3)[N:36]=2)[CH:20]=[N:19]1, predict the reaction product. The product is: [CH3:8][S:9]([N:46]([C:42]1[CH:41]=[C:40]([C:37]2[N:36]=[C:35]([C:21]3[CH:20]=[N:19][N:18]([CH3:17])[C:22]=3[CH2:23][O:24][C:25]3[CH:30]=[CH:29][C:28]([C:31]([F:33])([F:32])[F:34])=[CH:27][CH:26]=3)[O:39][N:38]=2)[CH:45]=[CH:44][N:43]=1)[S:9]([CH3:8])(=[O:11])=[O:10])(=[O:11])=[O:10]. (4) Given the reactants Cl.[Cl:2][C:3]1[CH:4]=[C:5]2[C:10](=[CH:11][CH:12]=1)[CH:9]=[C:8]([S:13]([N:16]1[CH2:21][CH2:20][NH:19][CH:18]([C:22]([O:24][CH2:25][CH3:26])=[O:23])[CH2:17]1)(=[O:15])=[O:14])[CH:7]=[CH:6]2.C(N(CC)CC)C.[C:34](O[C:34]([O:36][C:37]([CH3:40])([CH3:39])[CH3:38])=[O:35])([O:36][C:37]([CH3:40])([CH3:39])[CH3:38])=[O:35].C(OCC)(=O)C, predict the reaction product. The product is: [C:37]([O:36][C:34]([N:19]1[CH2:20][CH2:21][N:16]([S:13]([C:8]2[CH:7]=[CH:6][C:5]3[C:10](=[CH:11][CH:12]=[C:3]([Cl:2])[CH:4]=3)[CH:9]=2)(=[O:14])=[O:15])[CH2:17][CH:18]1[C:22]([O:24][CH2:25][CH3:26])=[O:23])=[O:35])([CH3:40])([CH3:39])[CH3:38]. (5) The product is: [Br:1][C:2]1[CH:3]=[C:4]2[C:9](=[CH:10][CH:11]=1)[CH:8]=[C:7]([C:12]([OH:14])([CH3:13])[C:19]([F:22])([F:21])[F:20])[CH:6]=[CH:5]2. Given the reactants [Br:1][C:2]1[CH:3]=[C:4]2[C:9](=[CH:10][CH:11]=1)[CH:8]=[C:7]([C:12](=[O:14])[CH3:13])[CH:6]=[CH:5]2.C[Si]([C:19]([F:22])([F:21])[F:20])(C)C.CO.Cl, predict the reaction product.